Dataset: Forward reaction prediction with 1.9M reactions from USPTO patents (1976-2016). Task: Predict the product of the given reaction. (1) Given the reactants [CH:1]1([CH:7]([NH:19][C:20]2[CH:21]=[CH:22][C:23]([C:26]([N:28]([CH3:36])[CH2:29][CH2:30][C:31]([O:33]CC)=[O:32])=[O:27])=[N:24][CH:25]=2)[C:8]2[O:9][C:10]3[CH:17]=[CH:16][C:15]([F:18])=[CH:14][C:11]=3[C:12]=2[CH3:13])[CH2:6][CH2:5][CH2:4][CH2:3][CH2:2]1.CCCCCC.C(O)C.C(O)C.[OH-].[Li+], predict the reaction product. The product is: [CH:1]1([CH:7]([NH:19][C:20]2[CH:21]=[CH:22][C:23]([C:26]([N:28]([CH3:36])[CH2:29][CH2:30][C:31]([OH:33])=[O:32])=[O:27])=[N:24][CH:25]=2)[C:8]2[O:9][C:10]3[CH:17]=[CH:16][C:15]([F:18])=[CH:14][C:11]=3[C:12]=2[CH3:13])[CH2:6][CH2:5][CH2:4][CH2:3][CH2:2]1. (2) Given the reactants [Br:1][C:2]1[N:3]=[C:4]([NH:10][C:11]2[CH:12]=[C:13]3[C:18](=[CH:19][CH:20]=2)[CH2:17][NH:16][CH2:15][CH2:14]3)[C:5](=[O:9])[N:6]([CH3:8])[CH:7]=1.[O:21]1[CH2:24][C:23](=O)[CH2:22]1.[BH3-]C#N.[Na+], predict the reaction product. The product is: [Br:1][C:2]1[N:3]=[C:4]([NH:10][C:11]2[CH:12]=[C:13]3[C:18](=[CH:19][CH:20]=2)[CH2:17][N:16]([CH:23]2[CH2:24][O:21][CH2:22]2)[CH2:15][CH2:14]3)[C:5](=[O:9])[N:6]([CH3:8])[CH:7]=1. (3) Given the reactants [Cl:1][C:2]1[CH:7]=[CH:6][CH:5]=[CH:4][C:3]=1[C:8]1[NH:12][N:11]=[N:10][N:9]=1.Br[CH2:14][C:15]1[CH:20]=[CH:19][C:18]([Cl:21])=[CH:17][C:16]=1[Cl:22].ClCC1C=CC=CC=1OC.N, predict the reaction product. The product is: [Cl:1][C:2]1[CH:7]=[CH:6][CH:5]=[CH:4][C:3]=1[C:8]1[N:12]([CH2:14][C:15]2[CH:20]=[CH:19][C:18]([Cl:21])=[CH:17][C:16]=2[Cl:22])[N:11]=[N:10][N:9]=1.